Dataset: Forward reaction prediction with 1.9M reactions from USPTO patents (1976-2016). Task: Predict the product of the given reaction. (1) Given the reactants C[O:2][C:3]([C:5]1[C:14]2[C:9](=[CH:10][CH:11]=[CH:12][CH:13]=2)[N:8]=[C:7]([C:15]2[CH:20]=[CH:19][CH:18]=[CH:17][CH:16]=2)[C:6]=1[CH2:21][N:22]1[CH2:27][CH2:26][CH:25]([N:28]2[CH2:33][CH2:32][CH2:31][CH2:30][C:29]2=[O:34])[CH2:24][CH2:23]1)=[O:4], predict the reaction product. The product is: [O:34]=[C:29]1[CH2:30][CH2:31][CH2:32][CH2:33][N:28]1[CH:25]1[CH2:24][CH2:23][N:22]([CH2:21][C:6]2[C:7]([C:15]3[CH:16]=[CH:17][CH:18]=[CH:19][CH:20]=3)=[N:8][C:9]3[C:14]([C:5]=2[C:3]([OH:4])=[O:2])=[CH:13][CH:12]=[CH:11][CH:10]=3)[CH2:27][CH2:26]1. (2) Given the reactants C([O:3][C:4](=[O:27])[C:5]1[CH:10]=[CH:9][CH:8]=[C:7]([S:11]([C:14]2[C:18]([CH2:19][CH2:20][C:21](=[O:25])[N:22]([CH3:24])[CH3:23])=[CH:17][NH:16][C:15]=2[CH3:26])(=[O:13])=[O:12])[CH:6]=1)C.[OH-].[Na+], predict the reaction product. The product is: [CH3:24][N:22]([CH3:23])[C:21]([CH2:20][CH2:19][C:18]1[C:14]([S:11]([C:7]2[CH:6]=[C:5]([CH:10]=[CH:9][CH:8]=2)[C:4]([OH:27])=[O:3])(=[O:13])=[O:12])=[C:15]([CH3:26])[NH:16][CH:17]=1)=[O:25]. (3) Given the reactants [OH:1][C:2]1[C:7]([CH3:8])=[CH:6][C:5]([C:9]2[NH:18][C:17](=[O:19])[C:16]3[C:11](=[CH:12][CH:13]=[C:14]([CH:20]=C)[CH:15]=3)[N:10]=2)=[CH:4][C:3]=1[CH3:22].C1C[O:26]CC1, predict the reaction product. The product is: [OH:1][C:2]1[C:3]([CH3:22])=[CH:4][C:5]([C:9]2[NH:18][C:17](=[O:19])[C:16]3[C:11](=[CH:12][CH:13]=[C:14]([CH:20]=[O:26])[CH:15]=3)[N:10]=2)=[CH:6][C:7]=1[CH3:8]. (4) Given the reactants C[Al](C)C.[CH2:5]([OH:9])[CH:6](C)[CH3:7].[C:10]1([C:16]#C)[CH:15]=C[CH:13]=[CH:12][CH:11]=1.[Li+].[Cl-].[C:20]1(=O)[CH2:25][CH2:24][CH2:23][CH:22]=[CH:21]1, predict the reaction product. The product is: [C:20]1(/[C:12](/[CH3:13])=[CH:11]/[CH:10]2[CH2:16][CH2:7][CH2:6][C:5](=[O:9])[CH2:15]2)[CH:25]=[CH:24][CH:23]=[CH:22][CH:21]=1. (5) Given the reactants NC1(C[O:8]C2C=CC(C#N)=CC=2)CCCC1.[C:17]([O:21][C:22](=[O:39])[NH:23][C:24]1([CH2:29][O:30][C:31]2[CH:36]=[CH:35][C:34]([C:37]#N)=[CH:33][CH:32]=2)[CH2:28][CH2:27][CH2:26][CH2:25]1)([CH3:20])([CH3:19])[CH3:18], predict the reaction product. The product is: [C:17]([O:21][C:22](=[O:39])[NH:23][C:24]1([CH2:29][O:30][C:31]2[CH:36]=[CH:35][C:34]([CH:37]=[O:8])=[CH:33][CH:32]=2)[CH2:28][CH2:27][CH2:26][CH2:25]1)([CH3:20])([CH3:19])[CH3:18]. (6) Given the reactants C[Sn](C)(C)[C:3]1[CH:11]=[C:10]2[C:6]([C:7]3[CH2:15][CH2:14][NH:13][C:12](=[O:16])[C:8]=3[NH:9]2)=[CH:5][CH:4]=1.CN(C)C1C2C(=CC=CC=2N(C)C)C=CC=1.[Cl:35][C:36]1[CH:44]=[CH:43][C:39]([C:40](Cl)=[O:41])=[CH:38][C:37]=1[S:45](=[O:48])(=[O:47])[NH2:46], predict the reaction product. The product is: [Cl:35][C:36]1[CH:44]=[CH:43][C:39]([C:40]([C:3]2[CH:11]=[C:10]3[C:6]([C:7]4[CH2:15][CH2:14][NH:13][C:12](=[O:16])[C:8]=4[NH:9]3)=[CH:5][CH:4]=2)=[O:41])=[CH:38][C:37]=1[S:45]([NH2:46])(=[O:48])=[O:47]. (7) Given the reactants [OH-].[Na+].C([O:5][C:6](=[O:31])[C@@H:7]([OH:30])[C@@H:8]([NH:16][C:17](=[O:29])[C:18]1[CH:23]=[CH:22][CH:21]=[C:20]([O:24]C(=O)C)[C:19]=1[CH3:28])[CH2:9][C:10]1[CH:15]=[CH:14][CH:13]=[CH:12][CH:11]=1)C, predict the reaction product. The product is: [OH:30][C@@H:7]([C@@H:8]([NH:16][C:17](=[O:29])[C:18]1[CH:23]=[CH:22][CH:21]=[C:20]([OH:24])[C:19]=1[CH3:28])[CH2:9][C:10]1[CH:11]=[CH:12][CH:13]=[CH:14][CH:15]=1)[C:6]([OH:31])=[O:5].